From a dataset of Peptide-MHC class II binding affinity with 134,281 pairs from IEDB. Regression. Given a peptide amino acid sequence and an MHC pseudo amino acid sequence, predict their binding affinity value. This is MHC class II binding data. The peptide sequence is GLAVLRKVKRVVASL. The MHC is HLA-DQA10102-DQB10501 with pseudo-sequence HLA-DQA10102-DQB10501. The binding affinity (normalized) is 0.572.